Dataset: Catalyst prediction with 721,799 reactions and 888 catalyst types from USPTO. Task: Predict which catalyst facilitates the given reaction. Reactant: Br[C:2]1[CH:7]=[CH:6][N:5]=[C:4]([CH:8]2[CH2:13][CH2:12][O:11][CH2:10][CH2:9]2)[CH:3]=1.[F:14][C:15]1[CH:20]=[C:19]([C:21]([O:23][CH3:24])=[O:22])[C:18]([F:25])=[CH:17][C:16]=1[NH:26][S:27]([C:30]1[N:35]=[CH:34][C:33](B(O)O)=[CH:32][CH:31]=1)(=[O:29])=[O:28].C(=O)([O-])[O-].[Na+].[Na+]. Product: [F:25][C:18]1[CH:17]=[C:16]([NH:26][S:27]([C:30]2[CH:31]=[CH:32][C:33]([C:2]3[CH:7]=[CH:6][N:5]=[C:4]([CH:8]4[CH2:13][CH2:12][O:11][CH2:10][CH2:9]4)[CH:3]=3)=[CH:34][N:35]=2)(=[O:29])=[O:28])[C:15]([F:14])=[CH:20][C:19]=1[C:21]([O:23][CH3:24])=[O:22]. The catalyst class is: 117.